From a dataset of Forward reaction prediction with 1.9M reactions from USPTO patents (1976-2016). Predict the product of the given reaction. (1) Given the reactants C(OC([N:8]1[CH2:13][CH2:12][N:11]([C:14]2[CH:15]=[C:16]3[C:20](=[CH:21][CH:22]=2)[N:19]([CH2:23][C:24]([O:26]C(C)(C)C)=[O:25])[CH:18]=[CH:17]3)[CH2:10][CH2:9]1)=O)(C)(C)C.C(O)(C(F)(F)F)=O, predict the reaction product. The product is: [N:11]1([C:14]2[CH:15]=[C:16]3[C:20](=[CH:21][CH:22]=2)[N:19]([CH2:23][C:24]([OH:26])=[O:25])[CH:18]=[CH:17]3)[CH2:12][CH2:13][NH:8][CH2:9][CH2:10]1. (2) The product is: [F:17][C:3]1[CH:2]=[CH:1][CH:6]=[C:5]([F:7])[C:4]=1[CH2:8][N:9]1[CH:10]=[C:11]([C:14]([O:33][CH3:30])=[O:15])[N:12]=[N:13]1. Given the reactants [CH:1]1[CH:2]=[C:3]([F:17])[C:4]([CH2:8][N:9]2[N:13]=[N:12][C:11]([C:14](N)=[O:15])=[CH:10]2)=[C:5]([F:7])[CH:6]=1.FC1C=CC=C(F)C=1CN=[N+]=[N-].[C:30](OC)(=[O:33])CC, predict the reaction product. (3) The product is: [OH:2][C:3]1[CH:4]=[CH:5][C:6]([C:9]2([C:17]3[CH:18]=[CH:19][C:20]([OH:23])=[CH:21][CH:22]=3)[CH2:11][CH:10]2[CH2:12][CH2:13][CH2:14][CH2:15][CH3:16])=[CH:7][CH:8]=1. Given the reactants C[O:2][C:3]1[CH:8]=[CH:7][C:6]([C:9]2([C:17]3[CH:22]=[CH:21][C:20]([O:23]C)=[CH:19][CH:18]=3)[CH2:11][CH:10]2[CH2:12][CH2:13][CH2:14][CH2:15][CH3:16])=[CH:5][CH:4]=1.B(Br)(Br)Br, predict the reaction product.